Dataset: Catalyst prediction with 721,799 reactions and 888 catalyst types from USPTO. Task: Predict which catalyst facilitates the given reaction. (1) The catalyst class is: 1. Product: [Br:1][C:2]1[CH:3]=[C:4]([O:11][Si:12]([C:15]([CH3:18])([CH3:17])[CH3:16])([CH3:14])[CH3:13])[CH:5]=[C:6]2[C:7]=1[NH:8][CH:20]=[CH:19]2. Reactant: [Br:1][C:2]1[CH:3]=[C:4]([O:11][Si:12]([C:15]([CH3:18])([CH3:17])[CH3:16])([CH3:14])[CH3:13])[CH:5]=[CH:6][C:7]=1[N+:8]([O-])=O.[CH:19]([Mg]Br)=[CH2:20].[NH4+].[Cl-]. (2) Reactant: O.Cl.[F:3][CH2:4][CH2:5][NH2:6].[CH2:7]1[C:12](=[O:13])[O:11][CH2:10][C:8]1=O.C([O-])(=O)C.[Na+]. Product: [F:3][CH2:4][CH2:5][NH:6][C:8]1[CH2:10][O:11][C:12](=[O:13])[CH:7]=1. The catalyst class is: 626. (3) Reactant: Cl[CH:2]=[CH:3][C:4]1([C:18]2[CH:23]=[CH:22][CH:21]=[C:20]([O:24][CH3:25])[CH:19]=2)[CH2:9][CH2:8][N:7]([C:10]2[CH:15]=[CH:14][CH:13]=[CH:12][C:11]=2[O:16][CH3:17])[CH2:6][CH2:5]1.CC(C)([O-])C.[K+].[Cl-].[NH4+]. Product: [C:3]([C:4]1([C:18]2[CH:23]=[CH:22][CH:21]=[C:20]([O:24][CH3:25])[CH:19]=2)[CH2:5][CH2:6][N:7]([C:10]2[CH:15]=[CH:14][CH:13]=[CH:12][C:11]=2[O:16][CH3:17])[CH2:8][CH2:9]1)#[CH:2]. The catalyst class is: 11.